The task is: Predict which catalyst facilitates the given reaction.. This data is from Catalyst prediction with 721,799 reactions and 888 catalyst types from USPTO. Reactant: [CH2:1]([O:8][C:9]([C@@H:11]1[CH2:15][CH2:14][C:13]([CH2:17]C(O)=O)([OH:16])[CH2:12]1)=[O:10])[C:2]1[CH:7]=[CH:6][CH:5]=[CH:4][CH:3]=1.C([N:23]([CH2:26]C)CC)C.C1(P(N=[N+]=[N-])(C2C=CC=CC=2)=[O:35])C=CC=CC=1. The catalyst class is: 359. Product: [O:35]=[C:26]1[NH:23][CH2:17][C:13]2([CH2:14][CH2:15][C@@H:11]([C:9]([O:8][CH2:1][C:2]3[CH:3]=[CH:4][CH:5]=[CH:6][CH:7]=3)=[O:10])[CH2:12]2)[O:16]1.